Predict the product of the given reaction. From a dataset of Forward reaction prediction with 1.9M reactions from USPTO patents (1976-2016). Given the reactants [Br:1][C:2]1[CH:3]=[CH:4][C:5]([OH:10])=[C:6]([CH:9]=1)[CH:7]=O.[NH2:11]OS(O)(=O)=O.C(=O)(O)[O-].[Na+], predict the reaction product. The product is: [Br:1][C:2]1[CH:3]=[CH:4][C:5]2[O:10][N:11]=[CH:7][C:6]=2[CH:9]=1.